This data is from Full USPTO retrosynthesis dataset with 1.9M reactions from patents (1976-2016). The task is: Predict the reactants needed to synthesize the given product. (1) Given the product [N:1]1([C:7]2[CH:14]=[CH:13][C:12]([Cl:16])=[CH:11][C:8]=2[C:9]#[N:10])[CH2:6][CH2:5][CH2:4][CH2:3][CH2:2]1, predict the reactants needed to synthesize it. The reactants are: [N:1]1([C:7]2[CH:14]=[CH:13][C:12](N)=[CH:11][C:8]=2[C:9]#[N:10])[CH2:6][CH2:5][CH2:4][CH2:3][CH2:2]1.[ClH:16].N([O-])=O.[Na+].OS([O-])=O.[Na+].[Na+].[Cl-]. (2) Given the product [CH2:10]([O:9][C:7]([NH:5][CH2:4][CH2:3][Br:2])=[O:8])[C:11]1[CH:16]=[CH:15][CH:14]=[CH:13][CH:12]=1, predict the reactants needed to synthesize it. The reactants are: Br.[Br:2][CH2:3][CH2:4][NH2:5].Cl[C:7]([O:9][CH2:10][C:11]1[CH:16]=[CH:15][CH:14]=[CH:13][CH:12]=1)=[O:8].C(OC(NC(NC(OC(C)(C)C)=O)=S)=O)(C)(C)C. (3) Given the product [CH3:1][N:2]([CH3:17])[C:3]1[CH:4]=[CH:5][C:6]([NH:9][C:10]([C:12]2[CH:16]=[CH:15][N:14]([C:27](=[O:28])[C:26]3[CH:30]=[CH:31][C:23]([CH2:18][CH2:19][CH2:20][CH2:21][CH3:22])=[CH:24][CH:25]=3)[N:13]=2)=[O:11])=[CH:7][CH:8]=1, predict the reactants needed to synthesize it. The reactants are: [CH3:1][N:2]([CH3:17])[C:3]1[CH:8]=[CH:7][C:6]([NH:9][C:10]([C:12]2[CH:16]=[CH:15][NH:14][N:13]=2)=[O:11])=[CH:5][CH:4]=1.[CH2:18]([C:23]1[CH:31]=[CH:30][C:26]([C:27](Cl)=[O:28])=[CH:25][CH:24]=1)[CH2:19][CH2:20][CH2:21][CH3:22].